Dataset: NCI-60 drug combinations with 297,098 pairs across 59 cell lines. Task: Regression. Given two drug SMILES strings and cell line genomic features, predict the synergy score measuring deviation from expected non-interaction effect. (1) Cell line: T-47D. Drug 2: C1=NC2=C(N=C(N=C2N1C3C(C(C(O3)CO)O)F)Cl)N. Synergy scores: CSS=6.72, Synergy_ZIP=-1.97, Synergy_Bliss=2.14, Synergy_Loewe=-0.902, Synergy_HSA=1.39. Drug 1: CC12CCC(CC1=CCC3C2CCC4(C3CC=C4C5=CN=CC=C5)C)O. (2) Drug 1: C1CCC(C(C1)N)N.C(=O)(C(=O)[O-])[O-].[Pt+4]. Drug 2: CC(C)CN1C=NC2=C1C3=CC=CC=C3N=C2N. Cell line: MDA-MB-435. Synergy scores: CSS=25.1, Synergy_ZIP=-8.32, Synergy_Bliss=-5.23, Synergy_Loewe=-4.83, Synergy_HSA=-5.24. (3) Drug 1: CC1=CC=C(C=C1)C2=CC(=NN2C3=CC=C(C=C3)S(=O)(=O)N)C(F)(F)F. Drug 2: CCC1(C2=C(COC1=O)C(=O)N3CC4=CC5=C(C=CC(=C5CN(C)C)O)N=C4C3=C2)O.Cl. Cell line: UO-31. Synergy scores: CSS=17.2, Synergy_ZIP=-6.12, Synergy_Bliss=0.140, Synergy_Loewe=-20.7, Synergy_HSA=0.452. (4) Drug 1: COC1=C(C=C2C(=C1)N=CN=C2NC3=CC(=C(C=C3)F)Cl)OCCCN4CCOCC4. Drug 2: CC1=C(C=C(C=C1)NC(=O)C2=CC=C(C=C2)CN3CCN(CC3)C)NC4=NC=CC(=N4)C5=CN=CC=C5. Cell line: T-47D. Synergy scores: CSS=24.0, Synergy_ZIP=-1.10, Synergy_Bliss=7.67, Synergy_Loewe=4.96, Synergy_HSA=8.15. (5) Drug 1: CC1=C2C(C(=O)C3(C(CC4C(C3C(C(C2(C)C)(CC1OC(=O)C(C(C5=CC=CC=C5)NC(=O)C6=CC=CC=C6)O)O)OC(=O)C7=CC=CC=C7)(CO4)OC(=O)C)O)C)OC(=O)C. Drug 2: CN(C(=O)NC(C=O)C(C(C(CO)O)O)O)N=O. Cell line: HOP-62. Synergy scores: CSS=41.8, Synergy_ZIP=1.89, Synergy_Bliss=-1.15, Synergy_Loewe=-34.1, Synergy_HSA=1.54.